This data is from Full USPTO retrosynthesis dataset with 1.9M reactions from patents (1976-2016). The task is: Predict the reactants needed to synthesize the given product. (1) Given the product [C:11]([C:10]1[CH:14]=[CH:6][C:5]([NH:9][C:23](=[O:24])[O:25][C:26]([CH3:27])([CH3:28])[CH3:29])=[CH:4][CH:3]=1)#[CH:12], predict the reactants needed to synthesize it. The reactants are: C([C:3]1[CH:4]=[C:5]([NH2:9])[CH:6]=CC=1)#C.[CH2:10]1[CH2:14]O[CH2:12][CH2:11]1.[C:23](O[C:23]([O:25][C:26]([CH3:29])([CH3:28])[CH3:27])=[O:24])([O:25][C:26]([CH3:29])([CH3:28])[CH3:27])=[O:24]. (2) Given the product [CH2:17]([O:18][CH2:19][N:3]1[C:4]([Br:10])=[C:5]([N+:7]([O-:9])=[O:8])[N:6]=[C:2]1[Br:1])[CH3:16], predict the reactants needed to synthesize it. The reactants are: [Br:1][C:2]1[NH:3][C:4]([Br:10])=[C:5]([N+:7]([O-:9])=[O:8])[N:6]=1.CS(O)(=O)=O.[CH3:16][CH2:17][O:18][CH2:19]OCC. (3) Given the product [C:1]([C:5]1[CH:6]=[CH:7][C:8]([C:13]2[O:14][CH2:15][C:16]([CH3:19])([CH3:18])[N:17]=2)=[C:9]([CH:10]2[O:23][CH2:22][CH2:21][CH2:20][O:11]2)[CH:12]=1)([CH3:4])([CH3:2])[CH3:3], predict the reactants needed to synthesize it. The reactants are: [C:1]([C:5]1[CH:6]=[CH:7][C:8]([C:13]2[O:14][CH2:15][C:16]([CH3:19])([CH3:18])[N:17]=2)=[C:9]([CH:12]=1)[CH:10]=[O:11])([CH3:4])([CH3:3])[CH3:2].[CH2:20](O)[CH2:21][CH2:22][OH:23]. (4) Given the product [CH:1]1([CH2:4][NH:5][C:6](=[O:7])[C:8]([OH:23])([CH3:22])[CH2:17][CH2:16][C:15]2[C:10](=[O:9])[C:11]([CH3:21])=[C:12]([CH3:20])[C:13](=[O:19])[C:14]=2[CH3:18])[CH2:3][CH2:2]1, predict the reactants needed to synthesize it. The reactants are: [CH:1]1([CH2:4][NH:5][C:6]([C:8]2([CH3:22])[CH2:17][CH2:16][C:15]3[C:10](=[C:11]([CH3:21])[C:12]([CH3:20])=[C:13]([OH:19])[C:14]=3[CH3:18])[O:9]2)=[O:7])[CH2:3][CH2:2]1.[O:23]=[N+]([O-])[O-].[O-][N+](=O)[O-].[O-][N+](=O)[O-].[O-][N+](=O)[O-].[O-][N+](=O)[O-].[O-][N+](=O)[O-].[Ce+4].[NH4+].[NH4+]. (5) The reactants are: [Br:1][C:2]1[N:7]=[CH:6][C:5]([NH:8][CH:9]=[C:10]([C:14]([O-:16])=O)[C:11]([O-:13])=[O:12])=[CH:4][CH:3]=1.[C:17]1(OC2C=CC=CC=2)C=CC=C[CH:18]=1. Given the product [Br:1][C:2]1[N:7]=[C:6]2[C:5](=[CH:4][CH:3]=1)[N:8]=[CH:9][C:10]([C:11]([O:13][CH2:17][CH3:18])=[O:12])=[C:14]2[OH:16], predict the reactants needed to synthesize it.